From a dataset of Peptide-MHC class I binding affinity with 185,985 pairs from IEDB/IMGT. Regression. Given a peptide amino acid sequence and an MHC pseudo amino acid sequence, predict their binding affinity value. This is MHC class I binding data. (1) The peptide sequence is EMMAKEEELV. The MHC is HLA-A02:03 with pseudo-sequence HLA-A02:03. The binding affinity (normalized) is 0.366. (2) The peptide sequence is RTTLWCDVR. The MHC is HLA-A11:01 with pseudo-sequence HLA-A11:01. The binding affinity (normalized) is 0.395.